Dataset: Forward reaction prediction with 1.9M reactions from USPTO patents (1976-2016). Task: Predict the product of the given reaction. Given the reactants [OH:1][C@H:2]([C:19]1[CH:24]=[CH:23][CH:22]=[CH:21][CH:20]=1)[CH2:3][NH:4][C:5]([C@@H:7]([CH2:16][CH:17]=[CH2:18])[CH2:8][C:9]([O:11][C:12]([CH3:15])([CH3:14])[CH3:13])=[O:10])=[O:6].[CH3:25][C@H:26]([CH2:30][CH:31]=[CH2:32])[C:27](O)=[O:28], predict the reaction product. The product is: [CH3:25][C@H:26]([CH2:30][CH:31]=[CH2:32])[C:27]([O:1][C@H:2]([C:19]1[CH:20]=[CH:21][CH:22]=[CH:23][CH:24]=1)[CH2:3][NH:4][C:5]([C@@H:7]([CH2:16][CH:17]=[CH2:18])[CH2:8][C:9]([O:11][C:12]([CH3:15])([CH3:14])[CH3:13])=[O:10])=[O:6])=[O:28].